This data is from TCR-epitope binding with 47,182 pairs between 192 epitopes and 23,139 TCRs. The task is: Binary Classification. Given a T-cell receptor sequence (or CDR3 region) and an epitope sequence, predict whether binding occurs between them. (1) The epitope is KLMNIQQKL. The TCR CDR3 sequence is CASSQVNGNSYYNEQFF. Result: 0 (the TCR does not bind to the epitope). (2) The epitope is YLDAYNMMI. The TCR CDR3 sequence is CASSLRGHEQFF. Result: 1 (the TCR binds to the epitope). (3) The epitope is TAFTIPSI. The TCR CDR3 sequence is CASSPGTSGAYEQYF. Result: 0 (the TCR does not bind to the epitope). (4) The epitope is KRWIILGLNK. The TCR CDR3 sequence is CASSRGTSDYEQYF. Result: 1 (the TCR binds to the epitope). (5) The epitope is LLLGIGILV. The TCR CDR3 sequence is CASSQEGTGLMNTEAFF. Result: 1 (the TCR binds to the epitope). (6) The epitope is GLNKIVRMY. The TCR CDR3 sequence is CASSLGTGNSYNEQFF. Result: 0 (the TCR does not bind to the epitope).